Dataset: Reaction yield outcomes from USPTO patents with 853,638 reactions. Task: Predict the reaction yield, written as a fraction of the theoretical maximum amount of product (1.0 means a 100% yield; for example, 0.34 means a 34% yield). (1) The reactants are [O:1]1[CH:5]=[CH:4][CH:3]=[C:2]1[C:6]1[N:11]=[C:10]2[NH:12][NH:13][C:14](=O)[C:9]2=[CH:8][C:7]=1[C:16]1[CH:21]=[CH:20][N:19]=[CH:18][N:17]=1.P(Cl)(Cl)([Cl:24])=O. No catalyst specified. The product is [Cl:24][C:14]1[C:9]2[C:10](=[N:11][C:6]([C:2]3[O:1][CH:5]=[CH:4][CH:3]=3)=[C:7]([C:16]3[CH:21]=[CH:20][N:19]=[CH:18][N:17]=3)[CH:8]=2)[NH:12][N:13]=1. The yield is 0.170. (2) The reactants are [Cl-].O[NH3+:3].[C:4](=[O:7])([O-])[OH:5].[Na+].CS(C)=O.[F:13][C:14]1[CH:15]=[C:16]([C:40]2[C:41]([C:46]#[N:47])=[CH:42][CH:43]=[CH:44][CH:45]=2)[CH:17]=[CH:18][C:19]=1[CH2:20][C:21]1[C:22](=[O:39])[N:23]([C:33]2[CH:38]=[CH:37][CH:36]=[CH:35][CH:34]=2)[C:24]2[N:25]([N:30]=[CH:31][N:32]=2)[C:26]=1[CH2:27][CH2:28][CH3:29]. The catalyst is C(OCC)(=O)C. The product is [F:13][C:14]1[CH:15]=[C:16]([C:40]2[CH:45]=[CH:44][CH:43]=[CH:42][C:41]=2[C:46]2[NH:3][C:4](=[O:7])[O:5][N:47]=2)[CH:17]=[CH:18][C:19]=1[CH2:20][C:21]1[C:22](=[O:39])[N:23]([C:33]2[CH:38]=[CH:37][CH:36]=[CH:35][CH:34]=2)[C:24]2[N:25]([N:30]=[CH:31][N:32]=2)[C:26]=1[CH2:27][CH2:28][CH3:29]. The yield is 0.480. (3) The reactants are [F:1][C:2]1[C:3]([O:11]CC2C=CC=CC=2)=[C:4]([CH:8]=[CH:9][CH:10]=1)[C:5]([NH2:7])=[O:6]. The catalyst is C(O)C.[Pd]. The product is [F:1][C:2]1[C:3]([OH:11])=[C:4]([CH:8]=[CH:9][CH:10]=1)[C:5]([NH2:7])=[O:6]. The yield is 0.970. (4) The reactants are C(OC([N:8]1[CH2:13][CH2:12][C:11]2[N:14]([CH3:56])[C:15]([C:17]3[C:22]([C:23]#[C:24][C:25]4[CH:30]=[CH:29][CH:28]=[C:27]([CH2:31][C:32](=[O:53])[NH:33][C:34]5[CH:39]=[CH:38][C:37]([CH2:40][N:41]6[CH2:46][CH2:45][N:44]([CH2:47][CH3:48])[CH2:43][CH2:42]6)=[C:36]([C:49]([F:52])([F:51])[F:50])[CH:35]=5)[CH:26]=4)=[CH:21][N:20]=[C:19]([NH:54][CH3:55])[CH:18]=3)=[CH:16][C:10]=2[C:9]1=[O:57])=O)(C)(C)C.C(O)(C(F)(F)F)=O. The catalyst is C(Cl)Cl. The product is [CH2:47]([N:44]1[CH2:45][CH2:46][N:41]([CH2:40][C:37]2[CH:38]=[CH:39][C:34]([NH:33][C:32](=[O:53])[CH2:31][C:27]3[CH:28]=[CH:29][CH:30]=[C:25]([C:24]#[C:23][C:22]4[CH:21]=[N:20][C:19]([NH:54][CH3:55])=[CH:18][C:17]=4[C:15]4[N:14]([CH3:56])[C:11]5[CH2:12][CH2:13][NH:8][C:9](=[O:57])[C:10]=5[CH:16]=4)[CH:26]=3)=[CH:35][C:36]=2[C:49]([F:52])([F:51])[F:50])[CH2:42][CH2:43]1)[CH3:48]. The yield is 0.810. (5) The reactants are C[Si]([C:5]#[C:6][C:7]1[CH:8]=[CH:9][C:10]2[C:19]3[CH:18]=[C:17]4[CH2:20][CH2:21][CH2:22][C:23](=[O:24])[C:16]4=[CH:15][C:14]=3[O:13][CH2:12][C:11]=2[CH:25]=1)(C)C.C(O)=[O:27]. No catalyst specified. The product is [C:6]([C:7]1[CH:8]=[CH:9][C:10]2[C:19]3[CH:18]=[C:17]4[CH2:20][CH2:21][CH2:22][C:23](=[O:24])[C:16]4=[CH:15][C:14]=3[O:13][CH2:12][C:11]=2[CH:25]=1)(=[O:27])[CH3:5]. The yield is 0.860. (6) The reactants are [Cl:1][C:2]1[CH:26]=[CH:25][C:24]([Cl:27])=[CH:23][C:3]=1[O:4][C:5]1[C:10]([C:11]([N:13]2[C:22]3[C:17](=[CH:18][CH:19]=[CH:20][CH:21]=3)[NH:16][CH2:15][CH2:14]2)=[O:12])=[CH:9][CH:8]=[CH:7][N:6]=1.[H-].[Al+3].[Li+].[H-].[H-].[H-].Br[CH2:35][CH2:36][O:37][C:38](=[O:40])[CH3:39]. The catalyst is CN(C=O)C. The product is [Cl:1][C:2]1[CH:26]=[CH:25][C:24]([Cl:27])=[CH:23][C:3]=1[O:4][C:5]1[C:10]([C:11]([N:13]2[C:22]3[C:17](=[CH:18][CH:19]=[CH:20][CH:21]=3)[N:16]([CH2:35][CH2:36][O:37][C:38](=[O:40])[CH3:39])[CH2:15][CH2:14]2)=[O:12])=[CH:9][CH:8]=[CH:7][N:6]=1. The yield is 0.310.